Dataset: Reaction yield outcomes from USPTO patents with 853,638 reactions. Task: Predict the reaction yield, written as a fraction of the theoretical maximum amount of product (1.0 means a 100% yield; for example, 0.34 means a 34% yield). (1) The reactants are [CH3:1][O:2][C:3](=[O:43])[CH2:4][C:5]1[CH:10]=[CH:9][CH:8]=[CH:7][C:6]=1[C:11]#[C:12][C:13]1[C:18]([C:19]([F:22])([F:21])[F:20])=[CH:17][N:16]=[C:15]([NH:23][C:24]2[CH:29]=[CH:28][C:27]([CH:30]3[CH2:35][CH2:34][CH2:33][N:32]([C:36]([O:38][C:39]([CH3:42])([CH3:41])[CH3:40])=[O:37])[CH2:31]3)=[CH:26][CH:25]=2)[N:14]=1.C(O)C.[H][H]. The catalyst is CCOC(C)=O.[Pd]. The product is [CH3:1][O:2][C:3](=[O:43])[CH2:4][C:5]1[CH:10]=[CH:9][CH:8]=[CH:7][C:6]=1[CH2:11][CH2:12][C:13]1[C:18]([C:19]([F:21])([F:22])[F:20])=[CH:17][N:16]=[C:15]([NH:23][C:24]2[CH:29]=[CH:28][C:27]([CH:30]3[CH2:35][CH2:34][CH2:33][N:32]([C:36]([O:38][C:39]([CH3:41])([CH3:42])[CH3:40])=[O:37])[CH2:31]3)=[CH:26][CH:25]=2)[N:14]=1. The yield is 0.820. (2) The catalyst is C(Cl)Cl.O=[Mn]=O. The reactants are [Cl:1][C:2]1[N:7]=[CH:6][C:5]([CH2:8][OH:9])=[C:4]([NH:10][CH2:11][CH3:12])[CH:3]=1. The yield is 0.890. The product is [Cl:1][C:2]1[CH:3]=[C:4]([NH:10][CH2:11][CH3:12])[C:5]([CH:8]=[O:9])=[CH:6][N:7]=1. (3) The reactants are [CH2:1]([O:3][C:4]1[C:5](=[O:10])[CH2:6][CH2:7][CH2:8][CH:9]=1)[CH3:2].[CH3:11][N:12]([CH3:15])[CH:13]=O. No catalyst specified. The product is [CH3:11][N:12]([CH:15]=[C:6]1[C:5](=[O:10])[C:4]([O:3][CH2:1][CH3:2])=[CH:9][CH2:8][CH2:7]1)[CH3:13]. The yield is 0.800. (4) The reactants are [C:1]([NH:4][C:5]1[CH:12]=[C:11]([N+:13]([O-:15])=[O:14])[CH:10]=[CH:9][C:6]=1[CH2:7]Br)(=[O:3])[CH3:2].C([O-])([O-])=[O:17].[Ca+2]. The catalyst is O1CCOCC1.O. The product is [C:1]([NH:4][C:5]1[CH:12]=[C:11]([N+:13]([O-:15])=[O:14])[CH:10]=[CH:9][C:6]=1[CH2:7][OH:17])(=[O:3])[CH3:2]. The yield is 0.422. (5) The reactants are [P:1]([CH2:13][C:14](OC)=[O:15])([CH2:8][C:9](OC)=[O:10])([CH2:3][C:4](OC)=[O:5])=[O:2].[H-].[H-].[H-].[H-].[Li+].[Al+3]. The catalyst is C1COCC1. The product is [OH:5][CH2:4][CH2:3][P:1](=[O:2])([CH2:13][CH2:14][OH:15])[CH2:8][CH2:9][OH:10]. The yield is 0.820. (6) The reactants are [CH3:1][O:2][C:3]([C:5]1[S:9][C:8]([N:10]2[CH2:15][CH2:14][NH:13][CH2:12][CH2:11]2)=[N:7][CH:6]=1)=[O:4].[N+:16]([C:19]1[CH:24]=[CH:23][C:22]([S:25](Cl)(=[O:27])=[O:26])=[CH:21][CH:20]=1)([O-:18])=[O:17].C(N(CC)CC)C.O. The catalyst is ClCCl. The product is [CH3:1][O:2][C:3]([C:5]1[S:9][C:8]([N:10]2[CH2:11][CH2:12][N:13]([S:25]([C:22]3[CH:21]=[CH:20][C:19]([N+:16]([O-:18])=[O:17])=[CH:24][CH:23]=3)(=[O:26])=[O:27])[CH2:14][CH2:15]2)=[N:7][CH:6]=1)=[O:4]. The yield is 0.333. (7) The reactants are O.[OH-].[Li+].[Br:4][C:5]1[CH:10]=[C:9]([CH3:11])[C:8]([NH:12][C:13]([NH:15][C:16]2[C:17]([C:26]([NH:28][C@@H:29]([CH:34]3[CH2:39][CH2:38][CH2:37][CH2:36][CH2:35]3)[C:30]([O:32]C)=[O:31])=[O:27])=[CH:18][C:19]3[C:24]([CH:25]=2)=[CH:23][CH:22]=[CH:21][CH:20]=3)=[O:14])=[C:7]([CH3:40])[CH:6]=1.CO.Cl. The catalyst is C1COCC1.O. The product is [Br:4][C:5]1[CH:6]=[C:7]([CH3:40])[C:8]([NH:12][C:13]([NH:15][C:16]2[C:17]([C:26]([NH:28][C@@H:29]([CH:34]3[CH2:35][CH2:36][CH2:37][CH2:38][CH2:39]3)[C:30]([OH:32])=[O:31])=[O:27])=[CH:18][C:19]3[C:24]([CH:25]=2)=[CH:23][CH:22]=[CH:21][CH:20]=3)=[O:14])=[C:9]([CH3:11])[CH:10]=1. The yield is 0.970. (8) The reactants are [C:1]([O:5][C:6]([N:8]1[CH2:13][CH2:12][CH:11]([N:14]2[C:18]3=[N:19][CH:20]=[N:21][C:22]([O:23][C:24]4[CH:29]=[CH:28][C:27]([S:30]([CH3:33])(=[O:32])=[O:31])=[CH:26][C:25]=4[F:34])=[C:17]3[CH:16]=[N:15]2)[CH2:10][CH2:9]1)=[O:7])(C)([CH3:3])[CH3:2].Cl.C(N(CC)CC)C.ClC(OC(C)C)=O. The catalyst is O1CCOCC1.O.C(OCC)(=O)C. The product is [CH:1]([O:5][C:6]([N:8]1[CH2:13][CH2:12][CH:11]([N:14]2[C:18]3=[N:19][CH:20]=[N:21][C:22]([O:23][C:24]4[CH:29]=[CH:28][C:27]([S:30]([CH3:33])(=[O:32])=[O:31])=[CH:26][C:25]=4[F:34])=[C:17]3[CH:16]=[N:15]2)[CH2:10][CH2:9]1)=[O:7])([CH3:3])[CH3:2]. The yield is 0.350. (9) The reactants are P(Cl)(Cl)(Cl)=O.N1C=CN=C1.[C:11]([O:15][C:16](=[O:27])[NH:17][CH:18]1[CH2:23][CH2:22][CH2:21][CH:20]([C:24](=O)[NH2:25])[CH2:19]1)([CH3:14])([CH3:13])[CH3:12]. The catalyst is N1C=CC=CC=1. The product is [C:11]([O:15][C:16](=[O:27])[NH:17][CH:18]1[CH2:23][CH2:22][CH2:21][CH:20]([C:24]#[N:25])[CH2:19]1)([CH3:14])([CH3:12])[CH3:13]. The yield is 0.690. (10) The reactants are [Br:1][C:2]1[C:3](Cl)=[N:4][C:5]([Cl:8])=[CH:6][CH:7]=1.[CH3:10][O-:11].[Na+].O. The catalyst is C(#N)C. The product is [Br:1][C:2]1[C:3]([O:11][CH3:10])=[N:4][C:5]([Cl:8])=[CH:6][CH:7]=1. The yield is 0.932.